From a dataset of Forward reaction prediction with 1.9M reactions from USPTO patents (1976-2016). Predict the product of the given reaction. (1) Given the reactants [Br:1][C:2]1[CH:17]=[CH:16][C:5]([C:6]([NH:8][C@H:9]2[CH2:14][CH2:13][C@H:12]([OH:15])[CH2:11][CH2:10]2)=[O:7])=[CH:4][C:3]=1[CH3:18].N1C=CN=C1.FC1C(O)=C(F)C(F)=C(F)C=1F.[C:36]([Si:40](Cl)([CH3:42])[CH3:41])([CH3:39])([CH3:38])[CH3:37], predict the reaction product. The product is: [Br:1][C:2]1[CH:17]=[CH:16][C:5]([C:6]([NH:8][C@H:9]2[CH2:10][CH2:11][C@H:12]([O:15][Si:40]([C:36]([CH3:39])([CH3:38])[CH3:37])([CH3:42])[CH3:41])[CH2:13][CH2:14]2)=[O:7])=[CH:4][C:3]=1[CH3:18]. (2) Given the reactants [H-].[Na+].[Br:3][CH2:4][CH2:5][CH2:6][CH2:7][CH2:8][O:9][C:10]1[CH:11]=[C:12]2[C:17](=[CH:18][CH:19]=1)[NH:16][C:15](=[O:20])[CH:14]=[CH:13]2.[CH3:21]I.O, predict the reaction product. The product is: [Br:3][CH2:4][CH2:5][CH2:6][CH2:7][CH2:8][O:9][C:10]1[CH:11]=[C:12]2[C:17](=[CH:18][CH:19]=1)[N:16]([CH3:21])[C:15](=[O:20])[CH:14]=[CH:13]2. (3) Given the reactants [NH2:1][C:2]1[CH:3]=[C:4]([C:8]2[CH:13]=[C:12]([C:14]3[CH:19]=[CH:18][C:17]([F:20])=[CH:16][C:15]=3[O:21][CH2:22][O:23][CH3:24])[N:11]=[C:10]([NH:25][C:26]([C:28]3[O:32][N:31]=[CH:30][CH:29]=3)=[O:27])[C:9]=2[C:33]#[N:34])[CH:5]=[CH:6][CH:7]=1.[C:35]([NH:42][C@@H:43]([CH3:48])[CH2:44][C:45](O)=[O:46])([O:37][C:38]([CH3:41])([CH3:40])[CH3:39])=[O:36].C1C=CC2N(O)N=NC=2C=1, predict the reaction product. The product is: [C:38]([O:37][C:35](=[O:36])[NH:42][C@@H:43]([CH3:48])[CH2:44][C:45]([NH:1][C:2]1[CH:7]=[CH:6][CH:5]=[C:4]([C:8]2[CH:13]=[C:12]([C:14]3[CH:19]=[CH:18][C:17]([F:20])=[CH:16][C:15]=3[O:21][CH2:22][O:23][CH3:24])[N:11]=[C:10]([NH:25][C:26]([C:28]3[O:32][N:31]=[CH:30][CH:29]=3)=[O:27])[C:9]=2[C:33]#[N:34])[CH:3]=1)=[O:46])([CH3:41])([CH3:39])[CH3:40].